This data is from Retrosynthesis with 50K atom-mapped reactions and 10 reaction types from USPTO. The task is: Predict the reactants needed to synthesize the given product. Given the product O[C@@H]1CO[C@@H]2OCC[C@H]12, predict the reactants needed to synthesize it. The reactants are: O=C1CO[C@@H]2OCC[C@@H]12.